From a dataset of Full USPTO retrosynthesis dataset with 1.9M reactions from patents (1976-2016). Predict the reactants needed to synthesize the given product. (1) Given the product [CH3:39][C:37]([Si:40]([CH3:53])([CH3:52])[O:41][CH2:42][C:43]1[CH:44]=[C:45]([C:2]2[CH:9]=[C:8]([F:10])[CH:7]=[C:4]([C:5]#[N:6])[CH:3]=2)[CH:46]=[CH:47][CH:48]=1)([CH3:36])[CH3:38], predict the reactants needed to synthesize it. The reactants are: Br[C:2]1[CH:3]=[C:4]([CH:7]=[C:8]([F:10])[CH:9]=1)[C:5]#[N:6].C1C=CC(P(C2C=CC=CC=2)C2C=CC=CC=2)=CC=1.C([O-])([O-])=O.[K+].[K+].[CH3:36][C:37]([Si:40]([CH3:53])([CH3:52])[O:41][CH2:42][C:43]1[CH:44]=[C:45](B(O)O)[CH:46]=[CH:47][CH:48]=1)([CH3:39])[CH3:38]. (2) Given the product [CH:13]([C:9]1[CH:10]=[CH:11][CH:12]=[C:3]([O:2][CH3:1])[C:4]=1[C:5]([O:7][CH3:8])=[O:6])=[O:15], predict the reactants needed to synthesize it. The reactants are: [CH3:1][O:2][C:3]1[CH:12]=[CH:11][CH:10]=[C:9]([CH:13]=C)[C:4]=1[C:5]([O:7][CH3:8])=[O:6].[O:15]=[O+][O-]. (3) Given the product [ClH:9].[CH3:2][C@@H:3]1[CH2:8][O:7][CH2:6][CH2:5][N:4]1[CH2:10][C:11]1[N:15]([C:16]2[CH:21]=[CH:20][CH:19]=[C:18]([C:22]([F:24])([F:23])[F:25])[CH:17]=2)[N:14]=[N:13][N:12]=1, predict the reactants needed to synthesize it. The reactants are: Cl.[CH3:2][C@@H:3]1[CH2:8][O:7][CH2:6][CH2:5][NH:4]1.[Cl:9][CH2:10][C:11]1[N:15]([C:16]2[CH:21]=[CH:20][CH:19]=[C:18]([C:22]([F:25])([F:24])[F:23])[CH:17]=2)[N:14]=[N:13][N:12]=1.C(N(C(C)C)CC)(C)C. (4) Given the product [CH2:1]([C:8]1[N:9]=[N:10][C:11]([N:16]2[CH2:17][CH2:18][N:19]([CH2:27][C:28]3[CH:33]=[CH:32][CH:31]=[CH:30][CH:29]=3)[CH2:20][CH2:21]2)=[C:12]([CH3:15])[C:13]=1[CH3:14])[C:2]1[CH:7]=[CH:6][CH:5]=[CH:4][CH:3]=1, predict the reactants needed to synthesize it. The reactants are: [CH2:1]([C:8]1[N:9]=[N:10][C:11]([N:16]2[CH2:21][CH2:20][NH:19][CH2:18][CH2:17]2)=[C:12]([CH3:15])[C:13]=1[CH3:14])[C:2]1[CH:7]=[CH:6][CH:5]=[CH:4][CH:3]=1.C1COCC1.[CH:27](=O)[C:28]1[CH:33]=[CH:32][CH:31]=[CH:30][CH:29]=1.C(O[BH-](OC(=O)C)OC(=O)C)(=O)C.[Na+]. (5) Given the product [Cl:8][C:7]1[C:2]([C:17]2[CH:18]=[CH:19][C:14]([CH2:13][O:12][CH3:11])=[CH:15][CH:16]=2)=[CH:3][C:4](=[O:10])[N:5]([CH3:9])[N:6]=1, predict the reactants needed to synthesize it. The reactants are: Cl[C:2]1[C:7]([Cl:8])=[N:6][N:5]([CH3:9])[C:4](=[O:10])[CH:3]=1.[CH3:11][O:12][CH2:13][C:14]1[CH:19]=[CH:18][C:17](B(O)O)=[CH:16][CH:15]=1.C(=O)([O-])[O-].[Na+].[Na+]. (6) Given the product [Cl:1][C:2]1[N:10]=[CH:9][C:8]([F:12])=[CH:7][C:3]=1[C:4]([NH2:6])=[O:5], predict the reactants needed to synthesize it. The reactants are: [Cl:1][C:2]1[N:10]=[C:9](Cl)[C:8]([F:12])=[CH:7][C:3]=1[C:4]([NH2:6])=[O:5].C(O)(=O)C. (7) Given the product [NH2:1][C:2]1[C:7]([CH2:8][OH:9])=[C:6]([CH:10]([NH:18][C:19](=[O:25])[O:20][C:21]([CH3:23])([CH3:24])[CH3:22])[CH2:11][C:12]2[CH:13]=[CH:14][CH:15]=[CH:16][CH:17]=2)[CH:5]=[C:4]([C:26]2[CH:31]=[CH:30][CH:29]=[CH:28][C:27]=2[O:32][CH2:33][C:34]2[CH:39]=[CH:38][CH:37]=[CH:36][CH:35]=2)[N:3]=1, predict the reactants needed to synthesize it. The reactants are: [NH2:1][C:2]1[C:7]([CH:8]=[O:9])=[C:6]([CH:10]([NH:18][C:19](=[O:25])[O:20][C:21]([CH3:24])([CH3:23])[CH3:22])[CH2:11][C:12]2[CH:17]=[CH:16][CH:15]=[CH:14][CH:13]=2)[CH:5]=[C:4]([C:26]2[CH:31]=[CH:30][CH:29]=[CH:28][C:27]=2[O:32][CH2:33][C:34]2[CH:39]=[CH:38][CH:37]=[CH:36][CH:35]=2)[N:3]=1.[BH4-].[Na+].